From a dataset of Peptide-MHC class I binding affinity with 185,985 pairs from IEDB/IMGT. Regression. Given a peptide amino acid sequence and an MHC pseudo amino acid sequence, predict their binding affinity value. This is MHC class I binding data. (1) The peptide sequence is YSLAGSSPF. The MHC is HLA-B40:13 with pseudo-sequence HLA-B40:13. The binding affinity (normalized) is 0.237. (2) The peptide sequence is LLFRMILNY. The MHC is HLA-A02:19 with pseudo-sequence HLA-A02:19. The binding affinity (normalized) is 0.0847. (3) The binding affinity (normalized) is 0.252. The MHC is HLA-B35:01 with pseudo-sequence HLA-B35:01. The peptide sequence is RVYAELAAL.